Dataset: Forward reaction prediction with 1.9M reactions from USPTO patents (1976-2016). Task: Predict the product of the given reaction. Given the reactants [Br:1][C:2]1[C:3]([C@@H:12]([NH:22][C:23](=[O:41])[CH2:24][N:25]2[C:33]3[C:32]([F:35])([F:34])[CH2:31][CH2:30][C:29]([F:37])([F:36])[C:28]=3[C:27]([CH:38]([F:40])[F:39])=[N:26]2)[CH2:13][C:14]2[CH:19]=[C:18]([F:20])[CH:17]=[C:16]([F:21])[CH:15]=2)=[N:4][C:5](S(C)(=O)=O)=[N:6][CH:7]=1.Cl.CN.[CH2:45]([N:47](CC)CC)C, predict the reaction product. The product is: [Br:1][C:2]1[C:3]([C@@H:12]([NH:22][C:23](=[O:41])[CH2:24][N:25]2[C:33]3[C:32]([F:35])([F:34])[CH2:31][CH2:30][C:29]([F:37])([F:36])[C:28]=3[C:27]([CH:38]([F:40])[F:39])=[N:26]2)[CH2:13][C:14]2[CH:19]=[C:18]([F:20])[CH:17]=[C:16]([F:21])[CH:15]=2)=[N:4][C:5]([NH:47][CH3:45])=[N:6][CH:7]=1.